Dataset: Reaction yield outcomes from USPTO patents with 853,638 reactions. Task: Predict the reaction yield, written as a fraction of the theoretical maximum amount of product (1.0 means a 100% yield; for example, 0.34 means a 34% yield). (1) The reactants are [C:1]([O:5][C:6]([NH:8][C:9]1[CH:13]=[CH:12][S:11][C:10]=1I)=[O:7])([CH3:4])([CH3:3])[CH3:2].[Br:15][C:16]1[CH:21]=[CH:20][C:19](B(O)O)=[CH:18][CH:17]=1.C([O-])([O-])=O.[Na+].[Na+]. The catalyst is C1C=CC([P]([Pd]([P](C2C=CC=CC=2)(C2C=CC=CC=2)C2C=CC=CC=2)([P](C2C=CC=CC=2)(C2C=CC=CC=2)C2C=CC=CC=2)[P](C2C=CC=CC=2)(C2C=CC=CC=2)C2C=CC=CC=2)(C2C=CC=CC=2)C2C=CC=CC=2)=CC=1. The product is [C:1]([O:5][C:6]([NH:8][C:9]1[CH:13]=[CH:12][S:11][C:10]=1[C:19]1[CH:20]=[CH:21][C:16]([Br:15])=[CH:17][CH:18]=1)=[O:7])([CH3:4])([CH3:3])[CH3:2]. The yield is 0.600. (2) The reactants are Cl.C(N=C=N[CH2:7][CH2:8][CH2:9][N:10]([CH3:12])[CH3:11])C.[CH2:13]([N:15](CC)CC)[CH3:14].[CH:20]([C:22]1[NH:26][C:25]([CH3:27])=[C:24]([C:28]([OH:30])=O)[C:23]=1[CH3:31])=[O:21].ON1[C:37]2C=CC=C[C:36]=2N=N1.[CH3:42][N:43]([CH:45]=[O:46])C. The catalyst is O. The product is [CH3:12][N:10]([CH3:11])[C:9]1[CH:8]=[CH:7][C:42]([NH:43][C:45](=[O:46])[CH:13]([NH:15][C:28]([C:24]2[C:23]([CH3:31])=[C:22]([CH:20]=[O:21])[NH:26][C:25]=2[CH3:27])=[O:30])[CH3:14])=[CH:37][CH:36]=1. The yield is 0.552. (3) The reactants are [CH3:1][O:2][CH2:3][C:4]1[NH:5][C:6]2[C:11]([CH:12]=1)=[CH:10][CH:9]=[CH:8][CH:7]=2.[H-].[Na+].Cl[C:16]1[N:24]=[C:23]2[C:19]([N:20]=[C:21]([CH2:26][N:27]3[CH2:32][CH2:31][CH:30]([C:33]([OH:36])([CH3:35])[CH3:34])[CH2:29][CH2:28]3)[N:22]2[CH3:25])=[C:18]([N:37]2[CH2:42][CH2:41][O:40][CH2:39][CH2:38]2)[N:17]=1. The catalyst is CN(C=O)C.O. The yield is 0.190. The product is [CH3:1][O:2][CH2:3][C:4]1[N:5]([C:16]2[N:24]=[C:23]3[C:19]([N:20]=[C:21]([CH2:26][N:27]4[CH2:32][CH2:31][CH:30]([C:33]([OH:36])([CH3:35])[CH3:34])[CH2:29][CH2:28]4)[N:22]3[CH3:25])=[C:18]([N:37]3[CH2:38][CH2:39][O:40][CH2:41][CH2:42]3)[N:17]=2)[C:6]2[C:11]([CH:12]=1)=[CH:10][CH:9]=[CH:8][CH:7]=2. (4) The reactants are C(N(CC)CC)C.[CH:8]([S:11](Cl)(=[O:13])=[O:12])([CH3:10])[CH3:9].[O:15]1[C:19]2([CH2:24][CH2:23][O:22][CH2:21][CH:20]2[NH2:25])[O:18][CH2:17][CH2:16]1. The catalyst is CN(C1C=CN=CC=1)C.C(Cl)Cl. The product is [O:15]1[C:19]2([CH2:24][CH2:23][O:22][CH2:21][CH:20]2[NH:25][S:11]([CH:8]([CH3:10])[CH3:9])(=[O:13])=[O:12])[O:18][CH2:17][CH2:16]1. The yield is 0.110. (5) The reactants are [CH3:1][C:2]1([CH3:14])[CH2:6][C:5]2[CH:7]=[C:8](B(O)O)[CH:9]=[CH:10][C:4]=2[O:3]1.Br[C:16]1[C:21](=[O:22])[N:20]([CH2:23][C:24]2[CH:29]=[CH:28][C:27]([C:30]3[C:31]([C:36]#[N:37])=[CH:32][CH:33]=[CH:34][CH:35]=3)=[CH:26][CH:25]=2)[C:19]([CH2:38][CH2:39][CH3:40])=[N:18][C:17]=1[CH2:41][CH3:42]. The catalyst is O1CCOCC1.C(=O)([O-])[O-].[Cs+].[Cs+].C(OCC)(=O)C.C1C=CC(P(C2C=CC=CC=2)[C-]2C=CC=C2)=CC=1.C1C=CC(P(C2C=CC=CC=2)[C-]2C=CC=C2)=CC=1.Cl[Pd]Cl.[Fe+2]. The product is [CH3:1][C:2]1([CH3:14])[CH2:6][C:5]2[CH:7]=[C:8]([C:16]3[C:21](=[O:22])[N:20]([CH2:23][C:24]4[CH:25]=[CH:26][C:27]([C:30]5[C:31]([C:36]#[N:37])=[CH:32][CH:33]=[CH:34][CH:35]=5)=[CH:28][CH:29]=4)[C:19]([CH2:38][CH2:39][CH3:40])=[N:18][C:17]=3[CH2:41][CH3:42])[CH:9]=[CH:10][C:4]=2[O:3]1. The yield is 1.00. (6) The reactants are [CH3:1][O:2][C:3]1[C:12]([CH3:13])=[C:11]2[C:6]([C:7]([OH:20])=[N:8][C:9]([C:14]3[CH:19]=[CH:18][CH:17]=[CH:16][CH:15]=3)=[N:10]2)=[CH:5][CH:4]=1.[C:21]([O:25][C:26]([C@@H:28]1[CH2:32][C@@H:31](O)[CH2:30][C@H:29]1[C:34](=[O:46])[NH:35][C@:36]1([C:41]([O:43][CH2:44][CH3:45])=[O:42])[CH2:38][C@H:37]1[CH:39]=[CH2:40])=[O:27])([CH3:24])([CH3:23])[CH3:22]. No catalyst specified. The product is [C:21]([O:25][C:26]([CH:28]1[CH2:32][CH:31]([O:20][C:7]2[C:6]3[C:11](=[C:12]([CH3:13])[C:3]([O:2][CH3:1])=[CH:4][CH:5]=3)[N:10]=[C:9]([C:14]3[CH:15]=[CH:16][CH:17]=[CH:18][CH:19]=3)[N:8]=2)[CH2:30][CH:29]1[C:34](=[O:46])[NH:35][C:36]1([C:41]([O:43][CH2:44][CH3:45])=[O:42])[CH2:38][CH:37]1[CH:39]=[CH2:40])=[O:27])([CH3:24])([CH3:22])[CH3:23]. The yield is 0.750.